Dataset: Peptide-MHC class II binding affinity with 134,281 pairs from IEDB. Task: Regression. Given a peptide amino acid sequence and an MHC pseudo amino acid sequence, predict their binding affinity value. This is MHC class II binding data. (1) The peptide sequence is DKLTGPFTVRYTTEG. The MHC is HLA-DQA10104-DQB10503 with pseudo-sequence HLA-DQA10104-DQB10503. The binding affinity (normalized) is 0. (2) The peptide sequence is RLYPSVFEKHILPFM. The MHC is DRB1_0101 with pseudo-sequence DRB1_0101. The binding affinity (normalized) is 0.526. (3) The peptide sequence is ELAAVSVDCSEYPKP. The MHC is HLA-DPA10201-DPB10501 with pseudo-sequence HLA-DPA10201-DPB10501. The binding affinity (normalized) is 0. (4) The peptide sequence is EEYVDYMPVMKRYSA. The MHC is DRB1_1101 with pseudo-sequence DRB1_1101. The binding affinity (normalized) is 0.683. (5) The peptide sequence is GELQISDKIDAAFKI. The MHC is DRB1_0101 with pseudo-sequence DRB1_0101. The binding affinity (normalized) is 0.550. (6) The peptide sequence is AGCQTYKWETFLTSE. The MHC is DRB1_1201 with pseudo-sequence DRB1_1201. The binding affinity (normalized) is 0.